From a dataset of Forward reaction prediction with 1.9M reactions from USPTO patents (1976-2016). Predict the product of the given reaction. (1) Given the reactants P(Cl)(Cl)(OC1C=CC=CC=1)=O.[CH3:12][O:13][C:14]1[CH:22]=[CH:21][C:17]([C:18](O)=[O:19])=[CH:16][C:15]=1[N:23]1[CH2:28][CH2:27][N:26]([CH3:29])[CH2:25][CH2:24]1.[N-:30]=[N+:31]=[N-:32].[Na+], predict the reaction product. The product is: [CH3:12][O:13][C:14]1[CH:22]=[CH:21][C:17]([C:18]([N:30]=[N+:31]=[N-:32])=[O:19])=[CH:16][C:15]=1[N:23]1[CH2:28][CH2:27][N:26]([CH3:29])[CH2:25][CH2:24]1. (2) Given the reactants Cl[C:2]1[N:3]=[C:4]([N:24]2[CH2:29][CH2:28][O:27][CH2:26][CH2:25]2)[C:5]2[S:10][C:9]([C:11]3[CH:12]=[C:13]([CH:21]=[CH:22][CH:23]=3)[C:14]([NH:16][CH2:17][C@@H:18]([OH:20])[CH3:19])=[O:15])=[CH:8][C:6]=2[N:7]=1.CC1(C)C(C)(C)OB([C:38]2[CH:46]=[CH:45][CH:44]=[C:43]3[C:39]=2[CH:40]=[N:41][NH:42]3)O1, predict the reaction product. The product is: [NH:42]1[C:43]2[C:39](=[C:38]([C:2]3[N:3]=[C:4]([N:24]4[CH2:29][CH2:28][O:27][CH2:26][CH2:25]4)[C:5]4[S:10][C:9]([C:11]5[CH:12]=[C:13]([CH:21]=[CH:22][CH:23]=5)[C:14]([NH:16][CH2:17][C@@H:18]([OH:20])[CH3:19])=[O:15])=[CH:8][C:6]=4[N:7]=3)[CH:46]=[CH:45][CH:44]=2)[CH:40]=[N:41]1. (3) Given the reactants [CH:1]1([NH:7][C:8]2[C:13]([C:14](O)=[O:15])=[C:12]([CH3:17])[N:11]=[C:10]3[N:18]([CH2:21][CH3:22])[N:19]=[CH:20][C:9]=23)[CH2:6][CH2:5][CH2:4][CH2:3][CH2:2]1.Cl.[CH3:24][NH:25][O:26][CH3:27].OC1C2N=NNC=2C=CC=1.CN1CCOCC1.Cl.C(N=C=NCCCN(C)C)C, predict the reaction product. The product is: [CH:1]1([NH:7][C:8]2[C:13]([C:14]([N:25]([O:26][CH3:27])[CH3:24])=[O:15])=[C:12]([CH3:17])[N:11]=[C:10]3[N:18]([CH2:21][CH3:22])[N:19]=[CH:20][C:9]=23)[CH2:6][CH2:5][CH2:4][CH2:3][CH2:2]1.